Task: Predict the reactants needed to synthesize the given product.. Dataset: Full USPTO retrosynthesis dataset with 1.9M reactions from patents (1976-2016) The reactants are: [C:1]([C:3]1[CH:4]=[C:5]([CH:8]=[CH:9][CH:10]=1)[CH:6]=O)#[N:2].[NH:11]1[CH2:15][CH2:14][CH2:13][CH2:12]1.[BH4-].[Na+].ClCCl.[OH-].[Na+]. Given the product [N:11]1([CH2:6][C:5]2[CH:4]=[C:3]([CH:10]=[CH:9][CH:8]=2)[C:1]#[N:2])[CH2:15][CH2:14][CH2:13][CH2:12]1, predict the reactants needed to synthesize it.